Regression. Given a peptide amino acid sequence and an MHC pseudo amino acid sequence, predict their binding affinity value. This is MHC class I binding data. From a dataset of Peptide-MHC class I binding affinity with 185,985 pairs from IEDB/IMGT. The peptide sequence is NLFDIPLLTV. The MHC is HLA-A31:01 with pseudo-sequence HLA-A31:01. The binding affinity (normalized) is 0.0748.